Dataset: Reaction yield outcomes from USPTO patents with 853,638 reactions. Task: Predict the reaction yield, written as a fraction of the theoretical maximum amount of product (1.0 means a 100% yield; for example, 0.34 means a 34% yield). (1) The reactants are [OH:1][C:2]1[CH:3]=[C:4]([CH:8]=[CH:9][C:10]=1[I:11])[C:5]([OH:7])=[O:6].S(Cl)(Cl)=O.[CH3:16]O. No catalyst specified. The product is [OH:1][C:2]1[CH:3]=[C:4]([CH:8]=[CH:9][C:10]=1[I:11])[C:5]([O:7][CH3:16])=[O:6]. The yield is 0.700. (2) The reactants are [CH3:1][O:2][C:3]1[CH:4]=[C:5]([NH:9][C:10]2[C:22]3[C:21]4[C:16](=[CH:17][CH:18]=[CH:19][CH:20]=4)[NH:15][C:14]=3[N:13]=[C:12]([NH:23]C(=O)C(C)(C)C)[N:11]=2)[CH:6]=[CH:7][CH:8]=1.[OH-].[Na+].C(Cl)(Cl)Cl.CO. The catalyst is CCOCC. The product is [CH3:1][O:2][C:3]1[CH:4]=[C:5]([NH:9][C:10]2[C:22]3[C:21]4[C:16](=[CH:17][CH:18]=[CH:19][CH:20]=4)[NH:15][C:14]=3[N:13]=[C:12]([NH2:23])[N:11]=2)[CH:6]=[CH:7][CH:8]=1. The yield is 0.920.